This data is from Full USPTO retrosynthesis dataset with 1.9M reactions from patents (1976-2016). The task is: Predict the reactants needed to synthesize the given product. (1) Given the product [OH:26][C:24]([CH3:27])([CH3:25])[CH2:23][O:22][C:18]1[CH:17]=[C:16]([CH3:28])[C:15]([C:11]2[CH:12]=[CH:13][CH:14]=[C:9]([CH2:8][O:7][C:6]3[CH:5]=[CH:4][C:3]([CH:2]=[O:1])=[CH:30][CH:29]=3)[CH:10]=2)=[C:20]([CH3:21])[CH:19]=1, predict the reactants needed to synthesize it. The reactants are: [OH:1][CH2:2][C:3]1[CH:30]=[CH:29][C:6]([O:7][CH2:8][C:9]2[CH:10]=[C:11]([C:15]3[C:20]([CH3:21])=[CH:19][C:18]([O:22][CH2:23][C:24]([CH3:27])([OH:26])[CH3:25])=[CH:17][C:16]=3[CH3:28])[CH:12]=[CH:13][CH:14]=2)=[CH:5][CH:4]=1. (2) Given the product [O:6]([CH2:7][CH2:8][C:9]1([CH2:15][CH2:16][C:39]2[CH:38]=[CH:37][CH:36]=[C:32]3[C:33]([NH:34][C:30](=[O:40])[C:31]=23)=[O:35])[CH2:10][CH2:11][CH2:12][CH2:13][CH2:14]1)[Si:5]([C:1]([CH3:4])([CH3:3])[CH3:2])([C:24]1[CH:25]=[CH:26][CH:27]=[CH:28][CH:29]=1)[C:18]1[CH:23]=[CH:22][CH:21]=[CH:20][CH:19]=1, predict the reactants needed to synthesize it. The reactants are: [C:1]([Si:5]([C:24]1[CH:29]=[CH:28][CH:27]=[CH:26][CH:25]=1)([C:18]1[CH:23]=[CH:22][CH:21]=[CH:20][CH:19]=1)[O:6][CH2:7][CH2:8][C:9]1([CH2:15][CH2:16]O)[CH2:14][CH2:13][CH2:12][CH2:11][CH2:10]1)([CH3:4])([CH3:3])[CH3:2].[C:30]1(=[O:40])[NH:34][C:33](=[O:35])[C:32]2=[CH:36][CH:37]=[CH:38][CH:39]=[C:31]12.C1(P(C2C=CC=CC=2)C2C=CC=CC=2)C=CC=CC=1.N(C(OCC)=O)=NC(OCC)=O. (3) Given the product [F:16][C:2]([F:1])([F:15])[CH2:3][N:4]1[C:12]2[C:7](=[CH:8][CH:9]=[CH:10][CH:11]=2)[CH2:6][C:5]1=[O:14], predict the reactants needed to synthesize it. The reactants are: [F:1][C:2]([F:16])([F:15])[CH2:3][N:4]1[C:12]2[C:7](=[CH:8][CH:9]=[CH:10][CH:11]=2)[C:6](=O)[C:5]1=[O:14].Cl(O)(=O)(=O)=O. (4) Given the product [CH3:27][O:28][C:29]1[CH:30]=[C:31]([NH:37][C:38]([NH:1][C:2]2[CH:3]=[CH:4][C:5]([O:12][CH:13]([C:20]3[CH:25]=[CH:24][CH:23]=[C:22]([Cl:26])[CH:21]=3)[C:14]3[CH:19]=[CH:18][CH:17]=[CH:16][CH:15]=3)=[C:6]([CH:11]=2)[C:7]([O:9][CH3:10])=[O:8])=[O:39])[CH:32]=[CH:33][C:34]=1[O:35][CH3:36], predict the reactants needed to synthesize it. The reactants are: [NH2:1][C:2]1[CH:3]=[CH:4][C:5]([O:12][CH:13]([C:20]2[CH:25]=[CH:24][CH:23]=[C:22]([Cl:26])[CH:21]=2)[C:14]2[CH:19]=[CH:18][CH:17]=[CH:16][CH:15]=2)=[C:6]([CH:11]=1)[C:7]([O:9][CH3:10])=[O:8].[CH3:27][O:28][C:29]1[CH:30]=[C:31]([N:37]=[C:38]=[O:39])[CH:32]=[CH:33][C:34]=1[O:35][CH3:36]. (5) The reactants are: Cl[CH2:2][N:3]1[CH2:7][CH:6]([CH2:8][CH2:9][CH3:10])[CH2:5][C:4]1=[O:11].[Al+3].[Cl-].[Cl-].[Cl-].[CH3:16][N:17]1[C:21]([NH2:22])=[CH:20][CH:19]=[N:18]1.C(=O)(O)[O-].[Na+]. Given the product [NH2:22][C:21]1[N:17]([CH3:16])[N:18]=[CH:19][C:20]=1[CH2:2][N:3]1[CH2:7][CH:6]([CH2:8][CH2:9][CH3:10])[CH2:5][C:4]1=[O:11], predict the reactants needed to synthesize it. (6) Given the product [C:9]([O:13][C:14]([N:16]1[CH2:21][CH2:20][N:19]([C:2]2[CH:3]=[N:4][CH:5]=[C:6]([Br:8])[CH:7]=2)[CH2:18][CH2:17]1)=[O:15])([CH3:12])([CH3:10])[CH3:11], predict the reactants needed to synthesize it. The reactants are: Br[C:2]1[CH:3]=[N:4][CH:5]=[C:6]([Br:8])[CH:7]=1.[C:9]([O:13][C:14]([N:16]1[CH2:21][CH2:20][NH:19][CH2:18][CH2:17]1)=[O:15])([CH3:12])([CH3:11])[CH3:10].CC(C)([O-])C.[Na+]. (7) Given the product [F:40][C:23]1[CH:24]=[CH:25][C:26]([C:28](=[O:39])[NH:29][C:30]2([C:33]3[CH:34]=[CH:35][CH:36]=[CH:37][CH:38]=3)[CH2:31][CH2:32]2)=[CH:27][C:22]=1[C:21]1[C:2]([NH:1][S:42]([CH3:41])(=[O:44])=[O:43])=[CH:3][C:4]2[O:8][C:7]([C:9]3[CH:14]=[CH:13][C:12]([F:15])=[CH:11][CH:10]=3)=[C:6]([C:16]([NH2:18])=[O:17])[C:5]=2[C:20]=1[CH3:46], predict the reactants needed to synthesize it. The reactants are: [NH2:1][C:2]1[C:21]([C:22]2[CH:27]=[C:26]([C:28](=[O:39])[NH:29][C:30]3([C:33]4[CH:38]=[CH:37][CH:36]=[CH:35][CH:34]=4)[CH2:32][CH2:31]3)[CH:25]=[CH:24][C:23]=2[F:40])=[CH:20][C:5]2[C:6]([C:16]([NH:18]C)=[O:17])=[C:7]([C:9]3[CH:14]=[CH:13][C:12]([F:15])=[CH:11][CH:10]=3)[O:8][C:4]=2[CH:3]=1.[CH3:41][S:42](Cl)(=[O:44])=[O:43].[CH3:46]S(NS(C)(=O)=O)(=O)=O.